This data is from Catalyst prediction with 721,799 reactions and 888 catalyst types from USPTO. The task is: Predict which catalyst facilitates the given reaction. Reactant: CC1(C)C(C)(C)OB([C:9]2[CH:14]=[CH:13][C:12]([C:15]34[CH2:22][CH2:21][C:18]([CH2:23][C:24]([O:26][CH3:27])=[O:25])([CH2:19][CH2:20]3)[O:17][CH2:16]4)=[CH:11][CH:10]=2)O1.I[C:30]1[CH:35]=[CH:34][C:33]([N+:36]([O-:38])=[O:37])=[CH:32][CH:31]=1.[O-]P([O-])([O-])=O.[K+].[K+].[K+]. Product: [N+:36]([C:33]1[CH:34]=[CH:35][C:30]([C:9]2[CH:10]=[CH:11][C:12]([C:15]34[CH2:20][CH2:19][C:18]([CH2:23][C:24]([O:26][CH3:27])=[O:25])([CH2:21][CH2:22]3)[O:17][CH2:16]4)=[CH:13][CH:14]=2)=[CH:31][CH:32]=1)([O-:38])=[O:37]. The catalyst class is: 216.